This data is from Forward reaction prediction with 1.9M reactions from USPTO patents (1976-2016). The task is: Predict the product of the given reaction. (1) Given the reactants Cl[C:2]1[N:7]=[CH:6][C:5]([S:8]([NH:11][C:12]2[S:13][C:14]([CH3:17])=[N:15][N:16]=2)(=[O:10])=[O:9])=[CH:4][CH:3]=1.[NH3:18].O, predict the reaction product. The product is: [NH2:18][C:6]1[C:5]([S:8]([NH:11][C:12]2[S:13][C:14]([CH3:17])=[N:15][N:16]=2)(=[O:10])=[O:9])=[CH:4][CH:3]=[CH:2][N:7]=1. (2) Given the reactants [NH:1]1[C:9]2C(=CC=CC=2)[CH:3]=[CH:2]1.C([N:17]1[C:29]2[C:28]([OH:30])=[C:27]3[N:31](C(OC(C)(C)C)=O)[C:32]4[CH:33]=[CH:34][C:35]([Br:38])=[CH:36][C:37]=4[C:26]3=[CH:25][C:24]=2[C:23]2[C:18]1=[CH:19][CH:20]=[C:21]([Br:46])[CH:22]=2)(OC(C)(C)C)=O, predict the reaction product. The product is: [Br:46][C:21]1[CH:22]=[C:23]2[C:18](=[CH:19][CH:20]=1)[NH:17][C:29]1[C:28]([O:30][CH2:3][CH2:2][NH:1][CH3:9])=[C:27]3[NH:31][C:32]4[CH:33]=[CH:34][C:35]([Br:38])=[CH:36][C:37]=4[C:26]3=[CH:25][C:24]2=1. (3) Given the reactants [NH2:1][C:2]1[CH:7]=[CH:6][C:5]([Br:8])=[CH:4][N:3]=1.C(N(CC)C(C)C)(C)C.Cl[CH2:19][C:20](Cl)=[O:21].[C:23]([N:26]1[CH2:31][CH2:30][NH:29][CH2:28][CH2:27]1)(=[O:25])[CH3:24], predict the reaction product. The product is: [C:23]([N:26]1[CH2:31][CH2:30][N:29]([CH2:19][C:20]([NH:1][C:2]2[CH:7]=[CH:6][C:5]([Br:8])=[CH:4][N:3]=2)=[O:21])[CH2:28][CH2:27]1)(=[O:25])[CH3:24]. (4) Given the reactants Br[CH2:2][CH2:3][O:4][C:5]1[C:12]([O:13][CH3:14])=[CH:11][C:8]([CH:9]=[O:10])=[C:7]([N+:15]([O-:17])=[O:16])[CH:6]=1.[C:18]([OH:37])(=[O:36])[CH2:19][CH2:20][CH2:21][CH2:22][CH2:23][CH2:24][CH2:25][CH2:26][CH2:27][CH2:28][CH2:29][CH2:30][CH2:31][CH2:32][CH2:33][CH2:34][CH3:35].C(=O)([O-])[O-].[K+].[K+].[I-].[Na+], predict the reaction product. The product is: [C:18]([O:37][CH2:2][CH2:3][O:4][C:5]1[CH:6]=[C:7]([N+:15]([O-:17])=[O:16])[C:8]([CH:9]=[O:10])=[CH:11][C:12]=1[O:13][CH3:14])(=[O:36])[CH2:19][CH2:20][CH2:21][CH2:22][CH2:23][CH2:24][CH2:25][CH2:26][CH2:27][CH2:28][CH2:29][CH2:30][CH2:31][CH2:32][CH2:33][CH2:34][CH3:35].